The task is: Predict the reaction yield, written as a fraction of the theoretical maximum amount of product (1.0 means a 100% yield; for example, 0.34 means a 34% yield).. This data is from Reaction yield outcomes from USPTO patents with 853,638 reactions. (1) The reactants are [S:1]1[C:5]([C:6](=[O:12])[CH2:7][CH2:8][CH2:9][CH2:10]Br)=[CH:4][C:3]2[CH:13]=[CH:14][CH:15]=[CH:16][C:2]1=2.[F:17][C:18]1[C:23]([F:24])=[C:22]([F:25])[C:21]([F:26])=[C:20]([F:27])[C:19]=1[OH:28].C(=O)([O-])[O-].[K+].[K+]. No catalyst specified. The product is [S:1]1[C:5]([C:6](=[O:12])[CH2:7][CH2:8][CH2:9][CH2:10][O:28][C:19]2[C:20]([F:27])=[C:21]([F:26])[C:22]([F:25])=[C:23]([F:24])[C:18]=2[F:17])=[CH:4][C:3]2[CH:13]=[CH:14][CH:15]=[CH:16][C:2]1=2. The yield is 0.810. (2) The reactants are FC(F)(F)C(O)=O.[Cl:8][C:9]1[CH:10]=[N:11][C:12]2[NH:13][C:14]3[CH:15]=[CH:16][CH:17]=[C:18]([CH:32]=3)[CH2:19][CH2:20][C:21]3[CH:29]=[C:25]([NH:26][C:27]=1[N:28]=2)[CH:24]=[CH:23][C:22]=3[O:30]C.B(Br)(Br)Br.C(=O)(O)[O-].[Na+]. The catalyst is C(Cl)Cl. The product is [Cl:8][C:9]1[CH:10]=[N:11][C:12]2[NH:13][C:14]3[CH:15]=[CH:16][CH:17]=[C:18]([CH:32]=3)[CH2:19][CH2:20][C:21]3[CH:29]=[C:25]([NH:26][C:27]=1[N:28]=2)[CH:24]=[CH:23][C:22]=3[OH:30]. The yield is 1.00. (3) The reactants are [C:1]([NH:4][CH2:5][C@@H:6]1[O:10][C:9](=[O:11])[N:8]([C:12]2[CH:17]=[C:16]([F:18])[C:15]([N:19]3[CH2:24][CH2:23][C:22]([O:28][P:29](=[O:32])([OH:31])[OH:30])([CH2:25][O:26][CH3:27])[CH2:21][CH2:20]3)=[C:14]([F:33])[CH:13]=2)[CH2:7]1)(=[O:3])[CH3:2].C(O)C.[NH2:37][C@H:38]([C:46]([OH:48])=[O:47])[CH2:39][CH2:40][CH2:41][NH:42][C:43](=[NH:45])[NH2:44]. The catalyst is O. The product is [NH2:37][C@H:38]([C:46]([OH:48])=[O:47])[CH2:39][CH2:40][CH2:41][NH:42][C:43](=[NH:44])[NH2:45].[C:1]([NH:4][CH2:5][C@@H:6]1[O:10][C:9](=[O:11])[N:8]([C:12]2[CH:17]=[C:16]([F:18])[C:15]([N:19]3[CH2:24][CH2:23][C:22]([O:28][P:29](=[O:30])([OH:31])[OH:32])([CH2:25][O:26][CH3:27])[CH2:21][CH2:20]3)=[C:14]([F:33])[CH:13]=2)[CH2:7]1)(=[O:3])[CH3:2]. The yield is 0.910. (4) The reactants are Br[Mg][C:3]1[S:4][C:5]([Cl:8])=[CH:6][CH:7]=1.[C:9]([C:11]1[CH:16]=[CH:15][CH:14]=[CH:13][N:12]=1)#N.CC[O:19]CC. No catalyst specified. The product is [Cl:8][C:5]1[S:4][C:3]([C:9]([C:11]2[CH:16]=[CH:15][CH:14]=[CH:13][N:12]=2)=[O:19])=[CH:7][CH:6]=1. The yield is 0.520.